From a dataset of Full USPTO retrosynthesis dataset with 1.9M reactions from patents (1976-2016). Predict the reactants needed to synthesize the given product. Given the product [NH2:1][C:2]1[N:3]=[CH:4][C:5]([C:8]2[N:9]=[C:10]([N:27]3[CH2:32][CH2:31][O:30][CH2:29][CH2:28]3)[C:11]3[S:16][C:15]([C:17]4[CH:25]=[CH:24][C:20]([C:21]([N:33]5[CH2:38][CH2:37][O:36][CH2:35][CH2:34]5)=[O:22])=[CH:19][C:18]=4[CH3:26])=[CH:14][C:12]=3[N:13]=2)=[CH:6][N:7]=1, predict the reactants needed to synthesize it. The reactants are: [NH2:1][C:2]1[N:7]=[CH:6][C:5]([C:8]2[N:9]=[C:10]([N:27]3[CH2:32][CH2:31][O:30][CH2:29][CH2:28]3)[C:11]3[S:16][C:15]([C:17]4[CH:25]=[CH:24][C:20]([C:21](O)=[O:22])=[CH:19][C:18]=4[CH3:26])=[CH:14][C:12]=3[N:13]=2)=[CH:4][N:3]=1.[NH:33]1[CH2:38][CH2:37][O:36][CH2:35][CH2:34]1.